From a dataset of Reaction yield outcomes from USPTO patents with 853,638 reactions. Predict the reaction yield, written as a fraction of the theoretical maximum amount of product (1.0 means a 100% yield; for example, 0.34 means a 34% yield). (1) The reactants are Br[C:2]1[CH:7]=[CH:6][C:5]([NH:8][C:9]2[C:13]3[CH:14]=[N:15][CH:16]=[CH:17][C:12]=3[O:11][C:10]=2[C:18]([O:20][CH2:21][CH3:22])=[O:19])=[C:4]([Cl:23])[CH:3]=1.[I-:24].[Na+].CN[C@@H]1CCCC[C@H]1NC. The catalyst is O1CCOCC1.ClCCl.[Cu]I. The product is [Cl:23][C:4]1[CH:3]=[C:2]([I:24])[CH:7]=[CH:6][C:5]=1[NH:8][C:9]1[C:13]2[CH:14]=[N:15][CH:16]=[CH:17][C:12]=2[O:11][C:10]=1[C:18]([O:20][CH2:21][CH3:22])=[O:19]. The yield is 0.570. (2) The reactants are [C:1]([O:4][C:5]1([C:18]([OH:20])=O)[CH2:10][CH2:9][N:8]([CH2:11][C:12]2[CH:17]=[CH:16][CH:15]=[CH:14][CH:13]=2)[CH2:7][CH2:6]1)(=[O:3])[CH3:2].CCN(CC)CC.CCN(C(C)C)C(C)C.[CH3:37][NH:38][C:39]1[CH:44]=[CH:43][C:42]([O:45][C:46]([F:49])([F:48])[F:47])=[CH:41][CH:40]=1.OS([O-])(=O)=O.[K+]. The catalyst is C(Cl)Cl.CN(C=O)C. The product is [CH2:11]([N:8]1[CH2:7][CH2:6][C:5]([O:4][C:1](=[O:3])[CH3:2])([C:18](=[O:20])[N:38]([CH3:37])[C:39]2[CH:44]=[CH:43][C:42]([O:45][C:46]([F:47])([F:48])[F:49])=[CH:41][CH:40]=2)[CH2:10][CH2:9]1)[C:12]1[CH:13]=[CH:14][CH:15]=[CH:16][CH:17]=1. The yield is 0.720. (3) The reactants are [CH2:1]([O:3][C:4](=[O:27])[C:5]([N:7]([CH2:19][C:20]1[CH:25]=[CH:24][C:23]([NH2:26])=[CH:22][CH:21]=1)[CH2:8][C:9]1[CH:14]=[CH:13][C:12]([C:15]([F:18])([F:17])[F:16])=[CH:11][CH:10]=1)=[O:6])[CH3:2].[C:28](Cl)(=[O:39])[CH2:29][CH2:30][CH2:31][CH2:32][CH2:33][CH2:34][CH2:35][CH2:36][CH:37]=[CH2:38]. No catalyst specified. The product is [O:6]=[C:5]([N:7]([CH2:8][C:9]1[CH:10]=[CH:11][C:12]([C:15]([F:16])([F:17])[F:18])=[CH:13][CH:14]=1)[CH2:19][C:20]1[CH:21]=[CH:22][C:23]([NH:26][C:28](=[O:39])[CH2:29][CH2:30][CH2:31][CH2:32][CH2:33][CH2:34][CH2:35][CH2:36][CH:37]=[CH2:38])=[CH:24][CH:25]=1)[C:4]([O:3][CH2:1][CH3:2])=[O:27]. The yield is 0.710. (4) The reactants are Cl[C:2]1[CH:9]=[CH:8][C:5]([C:6]#[N:7])=[CH:4][CH:3]=1.[CH2:10]([NH2:17])[C:11]1[CH:16]=[CH:15][CH:14]=[CH:13][CH:12]=1.CC(C)([O-])C.[Na+]. The catalyst is C1(C)C=CC=CC=1.C1C=CC(/C=C/C(/C=C/C2C=CC=CC=2)=O)=CC=1.C1C=CC(/C=C/C(/C=C/C2C=CC=CC=2)=O)=CC=1.[Pd]. The product is [C:6]([C:5]1[CH:8]=[CH:9][C:2]([NH:17][CH2:10][C:11]2[CH:16]=[CH:15][CH:14]=[CH:13][CH:12]=2)=[CH:3][CH:4]=1)#[N:7]. The yield is 0.760.